Predict which catalyst facilitates the given reaction. From a dataset of Catalyst prediction with 721,799 reactions and 888 catalyst types from USPTO. (1) Reactant: [Cl:1][C:2]1[CH:7]=[CH:6][C:5]([CH2:8][CH2:9][C@H:10]2[C:15]([O:16][CH3:17])=N[C@H](C(C)C)C(OC)=[N:11]2)=[CH:4][CH:3]=1.O.C(O)(C(F)(F)F)=[O:25].C([O-])([O-])=O.[Na+].[Na+]. Product: [CH3:17][O:16][C:15](=[O:25])[C@@H:10]([NH2:11])[CH2:9][CH2:8][C:5]1[CH:6]=[CH:7][C:2]([Cl:1])=[CH:3][CH:4]=1. The catalyst class is: 10. (2) Reactant: C([Mg]Br)C=C.[Cl:6][C:7]1[C:12]([F:13])=[C:11]([C@H:14]([NH:18][S@@](C(C)(C)C)=O)[CH2:15][CH:16]=[CH2:17])[CH:10]=[CH:9][N:8]=1.ClC1[C:31](F)=[C:30]([C@@H:33](N[S@@](C(C)(C)C)=O)[CH2:34][CH:35]=[CH2:36])C=CN=1.Cl.[O:45]1[CH2:50]COCC1.C1C[O:54]CC1. Product: [Cl:6][C:7]1[C:12]([F:13])=[C:11]([C@H:14]([NH:18][C:50](=[O:45])[O:54][C:31]2[CH:30]=[CH:33][CH:34]=[CH:35][CH:36]=2)[CH2:15][CH:16]=[CH2:17])[CH:10]=[CH:9][N:8]=1. The catalyst class is: 5. (3) Reactant: [Br:1][C:2]1[N:3]=[C:4]2[C:11]([C:12]([OH:14])=O)=[CH:10][N:9]([CH2:15][O:16][CH2:17][CH2:18][Si:19]([CH3:22])([CH3:21])[CH3:20])[C:5]2=[N:6][C:7]=1[CH3:8].CN(C(ON1N=NC2C=CC=CC1=2)=[N+](C)C)C.F[P-](F)(F)(F)(F)F.CN(C(N(C)C)=[N+]1C2C=CC=CC=2[N+]([O-])=N1)C.F[P-](F)(F)(F)(F)F.C(N(CC)CC)C.[C:78]([NH2:82])([CH3:81])([CH3:80])[CH3:79]. Product: [C:78]([NH:82][C:12]([C:11]1[C:4]2[C:5](=[N:6][C:7]([CH3:8])=[C:2]([Br:1])[N:3]=2)[N:9]([CH2:15][O:16][CH2:17][CH2:18][Si:19]([CH3:22])([CH3:21])[CH3:20])[CH:10]=1)=[O:14])([CH3:81])([CH3:80])[CH3:79]. The catalyst class is: 434. (4) Reactant: [OH-].[K+].[CH3:3]C1C=CC(S(N(N=O)C)(=O)=O)=CC=1.C(O)CO.CCOCC.[NH:26]1[C:30]2[CH:31]=[C:32]([N:35]3[CH:39]([CH:40]4[CH2:45][CH2:44][CH:43]([C:46]5[CH:51]=[CH:50][CH:49]=[CH:48][CH:47]=5)[CH2:42][CH2:41]4)[C:38]([CH3:52])=[C:37]([OH:53])[C:36]3=[O:54])[CH:33]=[CH:34][C:29]=2[N:28]=[CH:27]1. Product: [NH:26]1[C:30]2[CH:31]=[C:32]([N:35]3[CH:39]([CH:40]4[CH2:41][CH2:42][CH:43]([C:46]5[CH:51]=[CH:50][CH:49]=[CH:48][CH:47]=5)[CH2:44][CH2:45]4)[C:38]([CH3:52])=[C:37]([O:53][CH3:3])[C:36]3=[O:54])[CH:33]=[CH:34][C:29]=2[N:28]=[CH:27]1. The catalyst class is: 5. (5) Reactant: [CH2:1]([N:5]1[CH2:10][CH2:9][CH:8]([O:11][C:12]2[CH:20]=[CH:19][C:15]([C:16]([OH:18])=O)=[CH:14][C:13]=2[O:21][CH3:22])[CH2:7][CH2:6]1)[CH2:2][CH2:3][CH3:4].CN(C(ON1N=NC2C=CC=CC1=2)=[N+](C)C)C.[B-](F)(F)(F)F.C1C=CC2N(O)N=NC=2C=1.[NH2:55][C:56]1[CH:80]=[CH:79][C:59]([O:60][C:61]2[CH:66]=[CH:65][C:64]([NH:67][C:68]([NH:70][CH:71]([CH2:74][CH3:75])[CH2:72][CH3:73])=[O:69])=[CH:63][C:62]=2[O:76][CH2:77][CH3:78])=[CH:58][CH:57]=1. The catalyst class is: 61. Product: [CH2:1]([N:5]1[CH2:6][CH2:7][CH:8]([O:11][C:12]2[CH:20]=[CH:19][C:15]([C:16]([NH:55][C:56]3[CH:80]=[CH:79][C:59]([O:60][C:61]4[CH:66]=[CH:65][C:64]([NH:67][C:68]([NH:70][CH:71]([CH2:72][CH3:73])[CH2:74][CH3:75])=[O:69])=[CH:63][C:62]=4[O:76][CH2:77][CH3:78])=[CH:58][CH:57]=3)=[O:18])=[CH:14][C:13]=2[O:21][CH3:22])[CH2:9][CH2:10]1)[CH2:2][CH2:3][CH3:4]. (6) Reactant: Cl.C(OCC)C.[NH2:7][C:8]1[C:9]([C:22]([NH:24][C:25]2[CH:26]=[N:27][CH:28]=[CH:29][C:30]=2[CH2:31][CH2:32][N:33]2[CH2:37][CH2:36][CH2:35][CH2:34]2)=[O:23])=[N:10][C:11]([C:14]2[CH:19]=[CH:18][C:17]([Cl:20])=[CH:16][C:15]=2[Cl:21])=[CH:12][N:13]=1. Product: [ClH:20].[NH2:7][C:8]1[C:9]([C:22]([NH:24][C:25]2[CH:26]=[N:27][CH:28]=[CH:29][C:30]=2[CH2:31][CH2:32][N:33]2[CH2:37][CH2:36][CH2:35][CH2:34]2)=[O:23])=[N:10][C:11]([C:14]2[CH:19]=[CH:18][C:17]([Cl:20])=[CH:16][C:15]=2[Cl:21])=[CH:12][N:13]=1. The catalyst class is: 2. (7) Reactant: [CH:1]1[C:10]2[CH2:9][CH2:8][CH2:7][CH2:6][C:5]=2[CH:4]=[CH:3][N:2]=1.C(=O)([O-])[O-].[K+].[K+].[CH3:17][S:18]([O:21][CH2:22][CH2:23][CH2:24][CH2:25][S:26][S:27][CH2:28][CH2:29][CH2:30][CH2:31]OS(C)(=O)=O)(=[O:20])=[O:19]. Product: [CH3:17][S:18]([O-:21])(=[O:20])=[O:19].[CH3:17][S:18]([O-:21])(=[O:20])=[O:19].[S:27]([CH2:28][CH2:29][CH2:30][CH2:31][N+:2]1[CH:3]=[CH:4][C:5]2[CH2:6][CH2:7][CH2:8][CH2:9][C:10]=2[CH:1]=1)[S:26][CH2:25][CH2:24][CH2:23][CH2:22][N+:2]1[CH:3]=[CH:4][C:5]2[CH2:6][CH2:7][CH2:8][CH2:9][C:10]=2[CH:1]=1. The catalyst class is: 10.